This data is from Forward reaction prediction with 1.9M reactions from USPTO patents (1976-2016). The task is: Predict the product of the given reaction. The product is: [CH2:14]([O:13][C:11]([C:10]1[CH:9]=[N:8][N:7]([CH3:16])[C:6]=1[C:4]([OH:5])=[O:3])=[O:12])[CH3:15]. Given the reactants C([O:3][C:4]([C:6]1[N:7]([CH3:16])[N:8]=[CH:9][C:10]=1[C:11]([O:13][CH2:14][CH3:15])=[O:12])=[O:5])C.[OH-].[Na+].Cl, predict the reaction product.